From a dataset of Reaction yield outcomes from USPTO patents with 853,638 reactions. Predict the reaction yield, written as a fraction of the theoretical maximum amount of product (1.0 means a 100% yield; for example, 0.34 means a 34% yield). The reactants are [Br:1][C:2]1[CH:7]=[CH:6][C:5]([S:8][CH3:9])=[C:4]([Cl:10])[CH:3]=1.C1C=C(Cl)C=C(C(OO)=[O:19])C=1.[OH2:22]. The catalyst is ClCCl. The product is [Br:1][C:2]1[CH:7]=[CH:6][C:5]([S:8]([CH3:9])(=[O:19])=[O:22])=[C:4]([Cl:10])[CH:3]=1. The yield is 0.310.